Dataset: Full USPTO retrosynthesis dataset with 1.9M reactions from patents (1976-2016). Task: Predict the reactants needed to synthesize the given product. (1) The reactants are: [N:1]1[CH:6]=[CH:5][C:4]([C:7]2([NH:10]C(=O)OC(C)(C)C)[CH2:9][CH2:8]2)=[CH:3][N:2]=1.[ClH:18]. Given the product [ClH:18].[N:1]1[CH:6]=[CH:5][C:4]([C:7]2([NH2:10])[CH2:9][CH2:8]2)=[CH:3][N:2]=1, predict the reactants needed to synthesize it. (2) Given the product [CH:40]1([S:37]([C:34]2[CH:33]=[CH:32][C:31]([CH:23]([C:19]3[NH:18][C:17]([C:14]4[N:15]=[CH:16][C:11]([CH:9]([OH:8])[CH3:10])=[CH:12][CH:13]=4)=[C:21]([CH3:22])[CH:20]=3)[CH2:24][CH:25]3[CH2:26][CH2:27][O:28][CH2:29][CH2:30]3)=[CH:36][CH:35]=2)(=[O:39])=[O:38])[CH2:42][CH2:41]1, predict the reactants needed to synthesize it. The reactants are: [Si]([O:8][CH:9]([C:11]1[CH:12]=[CH:13][C:14]([C:17]2[NH:18][C:19]([CH:23]([C:31]3[CH:36]=[CH:35][C:34]([S:37]([CH:40]4[CH2:42][CH2:41]4)(=[O:39])=[O:38])=[CH:33][CH:32]=3)[CH2:24][CH:25]3[CH2:30][CH2:29][O:28][CH2:27][CH2:26]3)=[CH:20][C:21]=2[CH3:22])=[N:15][CH:16]=1)[CH3:10])(C(C)(C)C)(C)C.[F-].C([N+](CCCC)(CCCC)CCCC)CCC.